From a dataset of Forward reaction prediction with 1.9M reactions from USPTO patents (1976-2016). Predict the product of the given reaction. (1) Given the reactants Br[C:2]1[CH:8]=[CH:7][C:5]([NH2:6])=[CH:4][C:3]=1[Cl:9].[Cl:10][C:11]1[CH:16]=[CH:15][CH:14]=[CH:13][C:12]=1B(O)O.C1(C)C=CC=CC=1.C(=O)([O-])[O-].[Na+].[Na+], predict the reaction product. The product is: [Cl:9][C:3]1[CH:4]=[C:5]([NH2:6])[CH:7]=[CH:8][C:2]=1[C:12]1[CH:13]=[CH:14][CH:15]=[CH:16][C:11]=1[Cl:10]. (2) Given the reactants [CH3:1][N:2]1[CH2:7][CH2:6][N:5]([C:8]2[CH:9]=[C:10]([NH2:14])[CH:11]=[CH:12][CH:13]=2)[CH2:4][CH2:3]1.[CH:15]1[C:24]2[C:19](=[CH:20][CH:21]=[CH:22][CH:23]=2)[CH:18]=[CH:17][C:16]=1[S:25](Cl)(=[O:27])=[O:26], predict the reaction product. The product is: [CH3:1][N:2]1[CH2:3][CH2:4][N:5]([C:8]2[CH:9]=[C:10]([NH:14][S:25]([C:16]3[CH:17]=[CH:18][C:19]4[C:24](=[CH:23][CH:22]=[CH:21][CH:20]=4)[CH:15]=3)(=[O:27])=[O:26])[CH:11]=[CH:12][CH:13]=2)[CH2:6][CH2:7]1. (3) Given the reactants [Br:1][C:2]1[N:3]=[C:4]([NH:12][CH2:13][CH:14]([CH3:16])[CH3:15])[C:5]2[N:6]([C:8](I)=[CH:9][N:10]=2)[CH:7]=1.O.P([O-])([O-])([O-])=O.[K+].[K+].[K+].[CH:26]1([NH:29][C:30]([C:32]2[CH:37]=[CH:36][C:35](B(O)O)=[CH:34][CH:33]=2)=[O:31])[CH2:28][CH2:27]1, predict the reaction product. The product is: [Br:1][C:2]1[N:3]=[C:4]([NH:12][CH2:13][CH:14]([CH3:16])[CH3:15])[C:5]2[N:6]([C:8]([C:35]3[CH:36]=[CH:37][C:32]([C:30]([NH:29][CH:26]4[CH2:27][CH2:28]4)=[O:31])=[CH:33][CH:34]=3)=[CH:9][N:10]=2)[CH:7]=1. (4) Given the reactants [CH:1]1([C:4]23[O:11][CH2:10][C:7]([CH2:12][OH:13])([CH2:8][O:9]2)[CH2:6][O:5]3)[CH2:3][CH2:2]1.[CH:14]1(C#N)CCC1, predict the reaction product. The product is: [CH:1]1([C:4]23[O:5][CH2:6][C:7]([CH2:12][OH:13])([CH2:8][O:9]2)[CH2:10][O:11]3)[CH2:3][CH2:2][CH2:14]1. (5) The product is: [CH2:1]([O:8][CH2:9][C@H:10]([CH:13]([CH3:15])[CH3:14])[CH2:11][Br:18])[C:2]1[CH:7]=[CH:6][CH:5]=[CH:4][CH:3]=1. Given the reactants [CH2:1]([O:8][CH2:9][C@H:10]([CH:13]([CH3:15])[CH3:14])[CH2:11]O)[C:2]1[CH:7]=[CH:6][CH:5]=[CH:4][CH:3]=1.P(Br)(Br)([Br:18])=O.O, predict the reaction product. (6) Given the reactants Br[C:2]1[CH:7]=[CH:6][CH:5]=[CH:4][C:3]=1[CH2:8][CH2:9][C:10]([N:12]([CH:22]([CH3:24])[CH3:23])[NH:13][C:14](=[O:21])[C:15]1[CH:20]=[CH:19][CH:18]=[CH:17][CH:16]=1)=[O:11].C([O-])([O-])=O.[Na+].[Na+].[C:31]([C:33]1[CH:34]=[C:35](B(O)O)[CH:36]=[CH:37][CH:38]=1)#[N:32], predict the reaction product. The product is: [C:31]([C:33]1[CH:38]=[C:37]([C:2]2[CH:7]=[CH:6][CH:5]=[CH:4][C:3]=2[CH2:8][CH2:9][C:10]([N:12]([CH:22]([CH3:24])[CH3:23])[NH:13][C:14](=[O:21])[C:15]2[CH:20]=[CH:19][CH:18]=[CH:17][CH:16]=2)=[O:11])[CH:36]=[CH:35][CH:34]=1)#[N:32]. (7) Given the reactants [Cl:1][C:2]1[C:3]2[CH:14]=[CH:13][C:12](=[O:15])[N:11]([C:16]3[C:21]([F:22])=[CH:20][CH:19]=[CH:18][C:17]=3[F:23])[C:4]=2[N:5]=[C:6](S(C)=O)[N:7]=1.[NH2:24][CH:25]([CH2:28][OH:29])[CH2:26][OH:27].CCN(CC)CC, predict the reaction product. The product is: [Cl:1][C:2]1[C:3]2[CH:14]=[CH:13][C:12](=[O:15])[N:11]([C:16]3[C:21]([F:22])=[CH:20][CH:19]=[CH:18][C:17]=3[F:23])[C:4]=2[N:5]=[C:6]([NH:24][CH:25]([CH2:28][OH:29])[CH2:26][OH:27])[N:7]=1. (8) The product is: [N:1]1[CH:6]=[CH:5][CH:4]=[C:3]([C:7]2[N:16]=[C:15]([C:17]([N:27]3[CH2:26][CH2:25][C:24]4[C:29](=[CH:30][CH:31]=[C:32]([O:33][CH3:34])[C:23]=4[O:22][CH3:21])[CH2:28]3)=[O:19])[C:14]3[C:9](=[CH:10][CH:11]=[CH:12][CH:13]=3)[N:8]=2)[CH:2]=1. Given the reactants [N:1]1[CH:6]=[CH:5][CH:4]=[C:3]([C:7]2[N:16]=[C:15]([C:17]([OH:19])=O)[C:14]3[C:9](=[CH:10][CH:11]=[CH:12][CH:13]=3)[N:8]=2)[CH:2]=1.Cl.[CH3:21][O:22][C:23]1[C:32]([O:33][CH3:34])=[CH:31][CH:30]=[C:29]2[C:24]=1[CH2:25][CH2:26][NH:27][CH2:28]2, predict the reaction product.